Dataset: Full USPTO retrosynthesis dataset with 1.9M reactions from patents (1976-2016). Task: Predict the reactants needed to synthesize the given product. (1) Given the product [CH3:12][O:11][N:10]([CH3:9])[C:3](=[O:4])[C:2]([F:1])=[C:6]([CH3:8])[CH3:7], predict the reactants needed to synthesize it. The reactants are: [F:1][C:2](=[C:6]([CH3:8])[CH3:7])[C:3](O)=[O:4].[CH3:9][NH:10][O:11][CH3:12].C(Cl)CCl.C1C=CC2N(O)N=NC=2C=1.CN1CCOCC1. (2) Given the product [Si:31]([O:21][CH2:20][C:13]1[CH:14]=[C:15]([CH2:16][CH2:17][C:18]#[N:19])[C:10]([C:3]2[CH:4]=[C:5]([O:8][CH3:9])[CH:6]=[CH:7][C:2]=2[F:1])=[N:11][CH:12]=1)([C:27]([CH3:30])([CH3:29])[CH3:28])([CH3:34])[CH3:33], predict the reactants needed to synthesize it. The reactants are: [F:1][C:2]1[CH:7]=[CH:6][C:5]([O:8][CH3:9])=[CH:4][C:3]=1[C:10]1[C:15]([CH2:16][CH2:17][C:18]#[N:19])=[CH:14][C:13]([CH2:20][OH:21])=[CH:12][N:11]=1.N1C=CN=C1.[C:27]([Si:31]([CH3:34])([CH3:33])Cl)([CH3:30])([CH3:29])[CH3:28].[Cl-].[NH4+]. (3) Given the product [CH2:1]([N:3]1[CH:7]=[C:6]([N+:8]([O-:10])=[O:9])[N:5]=[C:4]1[C:11]([N:25]1[CH2:26][CH2:27][N:22]([C:17]2[CH:18]=[CH:19][CH:20]=[CH:21][N:16]=2)[CH2:23][CH2:24]1)=[O:13])[CH3:2], predict the reactants needed to synthesize it. The reactants are: [CH2:1]([N:3]1[CH:7]=[C:6]([N+:8]([O-:10])=[O:9])[N:5]=[C:4]1[C:11]([O:13]CC)=O)[CH3:2].[N:16]1[CH:21]=[CH:20][CH:19]=[CH:18][C:17]=1[N:22]1[CH2:27][CH2:26][NH:25][CH2:24][CH2:23]1. (4) Given the product [CH2:25]([O:27][C:28](=[CH:20][C:19]1[CH:18]=[N:17][C:16]([O:15][CH2:14][CH2:13][C:3]2[N:4]=[C:5]([C:7]3[CH:12]=[CH:11][CH:10]=[CH:9][CH:8]=3)[O:6][C:2]=2[CH3:1])=[CH:23][CH:22]=1)[C:29]([O:31][CH2:32][CH3:33])=[O:30])[CH3:26], predict the reactants needed to synthesize it. The reactants are: [CH3:1][C:2]1[O:6][C:5]([C:7]2[CH:12]=[CH:11][CH:10]=[CH:9][CH:8]=2)=[N:4][C:3]=1[CH2:13][CH2:14][O:15][C:16]1[CH:23]=[CH:22][C:19]([CH:20]=O)=[CH:18][N:17]=1.[Cl-].[CH2:25]([O:27][CH:28]([P+](C1C=CC=CC=1)(C1C=CC=CC=1)C1C=CC=CC=1)[C:29]([O:31][CH2:32][CH3:33])=[O:30])[CH3:26]. (5) Given the product [CH2:1]([O:3][C:4]([N:6]1[CH2:7][CH2:8][N:9]([C:12](=[O:55])[C@@H:13]([NH:22][C:23]([C:25]2[CH:29]=[C:28]([O:30][CH2:31][C:32]([N:34]3[CH2:38][CH2:37][CH2:36][C@H:35]3[C:39]([OH:41])=[O:40])=[O:33])[N:27]([C:49]3[CH:54]=[CH:53][CH:52]=[CH:51][CH:50]=3)[N:26]=2)=[O:24])[CH2:14][C:15]([O:17][C:18]([CH3:21])([CH3:20])[CH3:19])=[O:16])[CH2:10][CH2:11]1)=[O:5])[CH3:2], predict the reactants needed to synthesize it. The reactants are: [CH2:1]([O:3][C:4]([N:6]1[CH2:11][CH2:10][N:9]([C:12](=[O:55])[C@@H:13]([NH:22][C:23]([C:25]2[CH:29]=[C:28]([O:30][CH2:31][C:32]([N:34]3[CH2:38][CH2:37][CH2:36][C@H:35]3[C:39]([O:41]CC3C=CC=CC=3)=[O:40])=[O:33])[N:27]([C:49]3[CH:54]=[CH:53][CH:52]=[CH:51][CH:50]=3)[N:26]=2)=[O:24])[CH2:14][C:15]([O:17][C:18]([CH3:21])([CH3:20])[CH3:19])=[O:16])[CH2:8][CH2:7]1)=[O:5])[CH3:2]. (6) Given the product [NH2:7][C@H:8]1[CH2:9][CH2:10][C@H:11]([CH2:14][NH:15][C:16]2[C:21]([N+:22]([O-:24])=[O:23])=[CH:20][N:19]=[C:18]([NH:27][CH2:28][C:29]3[CH:30]=[N:31][CH:32]=[CH:33][C:34]=3[Cl:35])[N:17]=2)[CH2:12][CH2:13]1, predict the reactants needed to synthesize it. The reactants are: C(OC(=O)[NH:7][CH:8]1[CH2:13][CH2:12][CH:11]([CH2:14][NH:15][C:16]2[C:21]([N+:22]([O-:24])=[O:23])=[CH:20][N:19]=[C:18](Cl)[N:17]=2)[CH2:10][CH2:9]1)(C)(C)C.[NH2:27][CH2:28][C:29]1[CH:30]=[N:31][CH:32]=[CH:33][C:34]=1[Cl:35]. (7) Given the product [F:14][C:15]1[CH:16]=[CH:20][C:21]([C:24]([F:25])([F:26])[F:27])=[CH:22][C:23]=1[C:3](=[O:5])[CH2:2][C:1]([O:7][CH2:8][CH3:9])=[O:6], predict the reactants needed to synthesize it. The reactants are: [C:1]([O:7][CH2:8][CH3:9])(=[O:6])[CH2:2][C:3]([O-:5])=O.[K+].[Mg+2].[Cl-].[Cl-].[F:14][C:15]1[CH:23]=[CH:22][C:21]([C:24]([F:27])([F:26])[F:25])=[CH:20][C:16]=1C(Cl)=O.Cl.